Regression. Given a peptide amino acid sequence and an MHC pseudo amino acid sequence, predict their binding affinity value. This is MHC class I binding data. From a dataset of Peptide-MHC class I binding affinity with 185,985 pairs from IEDB/IMGT. (1) The peptide sequence is PYLFWLAAI. The MHC is HLA-A02:06 with pseudo-sequence HLA-A02:06. The binding affinity (normalized) is 0.00487. (2) The peptide sequence is MEFWLVAAL. The MHC is HLA-A31:01 with pseudo-sequence HLA-A31:01. The binding affinity (normalized) is 0.0847. (3) The peptide sequence is DEEAINLFH. The MHC is HLA-A02:19 with pseudo-sequence HLA-A02:19. The binding affinity (normalized) is 0.0847.